From a dataset of Catalyst prediction with 721,799 reactions and 888 catalyst types from USPTO. Predict which catalyst facilitates the given reaction. (1) Reactant: [OH:1][C:2]1[CH:7]=[CH:6][C:5]([C:8]2[S:9][C:10]3[CH2:15][CH2:14][CH2:13][NH:12][C:11]=3[N:16]=2)=[CH:4][CH:3]=1.[H-].[Na+].CC1C=CC(S(O[C@H:30]2[CH2:33][C@@H:32]([N:34]3[CH2:39][CH2:38][CH2:37][CH2:36][CH2:35]3)[CH2:31]2)(=O)=O)=CC=1. Product: [N:34]1([C@H:32]2[CH2:33][C@H:30]([O:1][C:2]3[CH:3]=[CH:4][C:5]([C:8]4[S:9][C:10]5[CH2:15][CH2:14][CH2:13][NH:12][C:11]=5[N:16]=4)=[CH:6][CH:7]=3)[CH2:31]2)[CH2:39][CH2:38][CH2:37][CH2:36][CH2:35]1. The catalyst class is: 80. (2) Reactant: [CH2:1]([O:8][CH2:9][CH:10]1[CH2:15][CH2:14][CH:13]=[CH:12][O:11]1)[C:2]1[CH:7]=[CH:6][CH:5]=[CH:4][CH:3]=1.B1C2CCCC1CCC2.B(O[O-])=[O:26].[Na+]. The catalyst class is: 20. Product: [CH2:1]([O:8][CH2:9][CH:10]1[O:11][CH2:12][CH:13]([OH:26])[CH2:14][CH2:15]1)[C:2]1[CH:7]=[CH:6][CH:5]=[CH:4][CH:3]=1. (3) Product: [F:42][C:38]1[CH:37]=[C:36]([CH:41]=[CH:40][CH:39]=1)[CH2:35][N:31]1[C:32]2[C:28](=[CH:27][C:26]([NH:25][C:23]3[C:24]4=[C:16]([CH2:15][N:12]5[CH2:11][CH2:10][CH:9]([NH:8][C:5](=[O:7])[CH3:6])[CH2:14][CH2:13]5)[CH:17]=[CH:18][N:19]4[N:20]=[CH:21][N:22]=3)=[CH:34][CH:33]=2)[CH:29]=[N:30]1. Reactant: C(O[C:5](=[O:7])[CH3:6])(=O)C.[NH2:8][CH:9]1[CH2:14][CH2:13][N:12]([CH2:15][C:16]2[CH:17]=[CH:18][N:19]3[C:24]=2[C:23]([NH:25][C:26]2[CH:27]=[C:28]4[C:32](=[CH:33][CH:34]=2)[N:31]([CH2:35][C:36]2[CH:41]=[CH:40][CH:39]=[C:38]([F:42])[CH:37]=2)[N:30]=[CH:29]4)=[N:22][CH:21]=[N:20]3)[CH2:11][CH2:10]1.C([O-])([O-])=O.[K+].[K+]. The catalyst class is: 5. (4) Reactant: [C:9](O[C:9]([O:11][C:12]([CH3:15])([CH3:14])[CH3:13])=[O:10])([O:11][C:12]([CH3:15])([CH3:14])[CH3:13])=[O:10].CCN(CC)CC.C1(C=CC(O)=CC=1)O.Cl.[C:32]([O:37][C:38](=[O:45])[C@@H:39]1[CH2:43][C@@H:42]([OH:44])[CH2:41][NH:40]1)(=[O:36])[C:33]([CH3:35])=[CH2:34].OS([O-])(=O)=O.[Na+]. Product: [C:12]([O:11][C:9]([N:40]1[CH2:41][C@H:42]([OH:44])[CH2:43][C@H:39]1[C:38]([O:37][C:32](=[O:36])[C:33]([CH3:35])=[CH2:34])=[O:45])=[O:10])([CH3:13])([CH3:14])[CH3:15]. The catalyst class is: 34. (5) Reactant: Br[C:2]1[C:6]2=[N:7][C:8]([C:11]([NH:13][C:14]3[CH:15]=[N:16][CH:17]=[CH:18][C:19]=3[N:20]3[CH2:25][CH2:24][CH2:23][C@H:22]([NH:26][C:27](=[O:33])[O:28][C:29]([CH3:32])([CH3:31])[CH3:30])[CH2:21]3)=[O:12])=[CH:9][CH:10]=[C:5]2[S:4][CH:3]=1.[O-]P([O-])([O-])=O.[K+].[K+].[K+].[CH3:42][C:43]1(C)C(C)(C)OB(C=C)O1. Product: [CH:42]([C:2]1[C:6]2=[N:7][C:8]([C:11]([NH:13][C:14]3[CH:15]=[N:16][CH:17]=[CH:18][C:19]=3[N:20]3[CH2:25][CH2:24][CH2:23][C@H:22]([NH:26][C:27](=[O:33])[O:28][C:29]([CH3:32])([CH3:31])[CH3:30])[CH2:21]3)=[O:12])=[CH:9][CH:10]=[C:5]2[S:4][CH:3]=1)=[CH2:43]. The catalyst class is: 25. (6) Reactant: [CH2:1]([O:8][C:9]1[C:10]([NH:15][C:16]2[S:17][CH:18]=[C:19]([CH2:21][C:22]([OH:24])=O)[N:20]=2)=[N:11][CH:12]=[CH:13][CH:14]=1)[C:2]1[CH:7]=[CH:6][CH:5]=[CH:4][CH:3]=1.C(N(CC)CC)C.C([Cl:37])(=O)OCC.[CH3:38][N:39]1[CH2:44][CH2:43][NH:42][CH2:41][CH2:40]1. Product: [ClH:37].[ClH:37].[CH2:1]([O:8][C:9]1[C:10]([NH:15][C:16]2[S:17][CH:18]=[C:19]([CH2:21][C:22]([N:42]3[CH2:43][CH2:44][N:39]([CH3:38])[CH2:40][CH2:41]3)=[O:24])[N:20]=2)=[N:11][CH:12]=[CH:13][CH:14]=1)[C:2]1[CH:3]=[CH:4][CH:5]=[CH:6][CH:7]=1. The catalyst class is: 1. (7) Reactant: [Br:1][C:2]1[CH:3]=[C:4](I)[C:5]2[N:6]([CH:8]=[CH:9][N:10]=2)[CH:7]=1.[NH2:12][C:13]1[CH:18]=[CH:17][C:16]([C:19]([N:21]2[CH2:26][CH2:25][O:24][CH2:23][CH2:22]2)=[O:20])=[CH:15][CH:14]=1.CC1(C)C2C(=C(P(C3C=CC=CC=3)C3C=CC=CC=3)C=CC=2)OC2C(P(C3C=CC=CC=3)C3C=CC=CC=3)=CC=CC1=2.O. Product: [Br:1][C:2]1[CH:3]=[C:4]([NH:12][C:13]2[CH:14]=[CH:15][C:16]([C:19]([N:21]3[CH2:22][CH2:23][O:24][CH2:25][CH2:26]3)=[O:20])=[CH:17][CH:18]=2)[C:5]2[N:6]([CH:8]=[CH:9][N:10]=2)[CH:7]=1. The catalyst class is: 62. (8) Reactant: Cl[C:2]1[C:3]2[N:4]([CH:13]=[N:14][N:15]=2)[C:5]2[CH:11]=[C:10]([Cl:12])[N:9]=[CH:8][C:6]=2[N:7]=1.Cl.[NH:17]1[CH2:20][CH:19]([N:21]([CH3:29])[C:22](=[O:28])[O:23][C:24]([CH3:27])([CH3:26])[CH3:25])[CH2:18]1. The catalyst class is: 2. Product: [Cl:12][C:10]1[N:9]=[CH:8][C:6]2[N:7]=[C:2]([N:17]3[CH2:20][CH:19]([N:21]([CH3:29])[C:22](=[O:28])[O:23][C:24]([CH3:25])([CH3:26])[CH3:27])[CH2:18]3)[C:3]3[N:4]([CH:13]=[N:14][N:15]=3)[C:5]=2[CH:11]=1. (9) Reactant: [CH3:1][NH:2][CH3:3].Cl[S:5]([C:8]1[CH:9]=[CH:10][C:11]([OH:18])=[C:12]([CH:17]=1)[C:13]([O:15][CH3:16])=[O:14])(=[O:7])=[O:6]. Product: [CH3:1][N:2]([CH3:3])[S:5]([C:8]1[CH:9]=[CH:10][C:11]([OH:18])=[C:12]([CH:17]=1)[C:13]([O:15][CH3:16])=[O:14])(=[O:7])=[O:6]. The catalyst class is: 229. (10) Reactant: CS/[C:3](/[NH:13][C:14]1[CH:19]=[CH:18][CH:17]=[C:16]([C:20]([F:23])([F:22])[F:21])[CH:15]=1)=[CH:4]\[C:5]([C:7]1[CH:12]=[CH:11][CH:10]=[CH:9][CH:8]=1)=[O:6].[CH2:24]([NH2:31])[C:25]1[CH:30]=[CH:29][CH:28]=[CH:27][CH:26]=1. Product: [CH2:24]([NH:31]/[C:3](/[NH:13][C:14]1[CH:19]=[CH:18][CH:17]=[C:16]([C:20]([F:23])([F:22])[F:21])[CH:15]=1)=[CH:4]\[C:5]([C:7]1[CH:12]=[CH:11][CH:10]=[CH:9][CH:8]=1)=[O:6])[C:25]1[CH:30]=[CH:29][CH:28]=[CH:27][CH:26]=1. The catalyst class is: 8.